Dataset: Catalyst prediction with 721,799 reactions and 888 catalyst types from USPTO. Task: Predict which catalyst facilitates the given reaction. (1) Reactant: [C:1](=[O:4])([O-])[O-].[Cs+].[Cs+].[Cl:7][C:8]1[N:13]=[C:12]([CH3:14])[N:11]=[C:10]([NH2:15])[N:9]=1.Cl[CH2:17][C:18]1[CH:23]=[CH:22][C:21]([O:24][CH3:25])=[CH:20][CH:19]=1. Product: [Cl:7][C:8]1[N:13]=[C:12]([CH3:14])[N:11]=[C:10]([N:15]([CH2:17][C:18]2[CH:23]=[CH:22][C:21]([O:4][CH3:1])=[CH:20][CH:19]=2)[CH2:17][C:18]2[CH:23]=[CH:22][C:21]([O:24][CH3:25])=[CH:20][CH:19]=2)[N:9]=1. The catalyst class is: 31. (2) Reactant: [C:1]([O:5][C:6](=[O:20])[NH:7][C:8]1[C:17]2[C:12](=[CH:13][CH:14]=[CH:15][CH:16]=2)[C:11]([C:18]#N)=[CH:10][CH:9]=1)([CH3:4])([CH3:3])[CH3:2].C([O:25][C:26](=O)[NH:27][C:28]1C2C(=CC=CC=2)C(C=O)=CC=1)(C)(C)C.C1(C)C(S([N+]#[C-])(=O)=O)=CC=CC=1.C(=O)([O-])[O-].[K+].[K+]. Product: [C:1]([O:5][C:6](=[O:20])[NH:7][C:8]1[C:17]2[C:12](=[CH:13][CH:14]=[CH:15][CH:16]=2)[C:11]([C:18]2[O:25][CH:26]=[N:27][CH:28]=2)=[CH:10][CH:9]=1)([CH3:4])([CH3:3])[CH3:2]. The catalyst class is: 5. (3) Reactant: Br[C:2]1[CH:7]=[C:6]([O:8][C:9]2[CH:14]=[CH:13][CH:12]=[CH:11][CH:10]=2)[CH:5]=[CH:4][C:3]=1[CH:15]([OH:22])[CH2:16][N:17]1[N:21]=[CH:20][CH:19]=[N:18]1.[B:23](OC(C)C)(OC(C)C)[O:24]C(C)C.[Li]CCCC. Product: [O:8]([C:6]1[CH:5]=[CH:4][C:3]2[CH:15]([CH2:16][N:17]3[N:21]=[CH:20][CH:19]=[N:18]3)[O:22][B:23]([OH:24])[C:2]=2[CH:7]=1)[C:9]1[CH:14]=[CH:13][CH:12]=[CH:11][CH:10]=1. The catalyst class is: 11. (4) Reactant: [Cl:1][C:2]1[CH:7]=[CH:6][C:5]([N:8]2[C:12](=[O:13])[CH2:11][CH:10](C(O)=O)[CH2:9]2)=[CH:4][CH:3]=1.[F:17][C:18]([F:32])([F:31])[C:19]1[CH:20]=[C:21]([CH:24]=[C:25]([C:27]([F:30])([F:29])[F:28])[CH:26]=1)[CH2:22][OH:23].C([N:35]([CH2:38]C)CC)C.C1(P(N=[N+]=[N-])(C2C=CC=CC=2)=[O:47])C=CC=CC=1. Product: [Cl:1][C:2]1[CH:3]=[CH:4][C:5]([N:8]2[C:12](=[O:13])[CH2:11][CH:10]([NH:35][C:38](=[O:47])[O:23][CH2:22][C:21]3[CH:20]=[C:19]([C:18]([F:31])([F:32])[F:17])[CH:26]=[C:25]([C:27]([F:30])([F:28])[F:29])[CH:24]=3)[CH2:9]2)=[CH:6][CH:7]=1. The catalyst class is: 11. (5) Reactant: [Br:1][C:2]1[CH:7]=[CH:6][C:5]([C@@H:8]2[CH2:12][CH2:11][CH2:10][NH:9]2)=[CH:4][CH:3]=1.CN1CCOCC1.[C:20]([O:24][C:25](O[C:25]([O:24][C:20]([CH3:23])([CH3:22])[CH3:21])=[O:26])=[O:26])([CH3:23])([CH3:22])[CH3:21].C(OCC)(=O)C. Product: [C:20]([O:24][C:25]([N:9]1[CH2:10][CH2:11][CH2:12][C@H:8]1[C:5]1[CH:4]=[CH:3][C:2]([Br:1])=[CH:7][CH:6]=1)=[O:26])([CH3:23])([CH3:22])[CH3:21]. The catalyst class is: 120. (6) Reactant: CO[CH:3]1[CH2:7][CH2:6][CH:5](OC)O1.[CH3:10][O:11][C:12]([C:14]1[CH:15]=[C:16]([CH3:34])[C:17]2[O:23][C:22]3[C:24]([Cl:30])=[CH:25][C:26]([CH2:28][NH2:29])=[CH:27][C:21]=3[CH2:20][S:19](=[O:32])(=[O:31])[C:18]=2[CH:33]=1)=[O:13].Cl.ClC1C=CN=CC=1. Product: [CH3:10][O:11][C:12]([C:14]1[CH:15]=[C:16]([CH3:34])[C:17]2[O:23][C:22]3[C:24]([Cl:30])=[CH:25][C:26]([CH2:28][N:29]4[CH:3]=[CH:7][CH:6]=[CH:5]4)=[CH:27][C:21]=3[CH2:20][S:19](=[O:31])(=[O:32])[C:18]=2[CH:33]=1)=[O:13]. The catalyst class is: 12. (7) Reactant: [CH:1](NC(C)C)(C)C.[Li]CCCC.[Br:13][C:14]1[CH:21]=[CH:20][C:17]([C:18]#[N:19])=[C:16]([F:22])[CH:15]=1.CI. Product: [Br:13][C:14]1[CH:21]=[CH:20][C:17]([C:18]#[N:19])=[C:16]([F:22])[C:15]=1[CH3:1]. The catalyst class is: 56.